From a dataset of Catalyst prediction with 721,799 reactions and 888 catalyst types from USPTO. Predict which catalyst facilitates the given reaction. (1) Reactant: [CH3:1][C:2]1[CH:3]=[C:4](/[CH:31]=[CH:32]/[C:33]([O:35]CC)=[O:34])[CH:5]=[C:6]([CH3:30])[C:7]=1[O:8][CH:9]([C:14]1[CH:19]=[CH:18][CH:17]=[C:16]([C:20]2[CH:25]=[CH:24][C:23]([C:26]([F:29])([F:28])[F:27])=[CH:22][CH:21]=2)[N:15]=1)[CH2:10][CH2:11][CH2:12][CH3:13].[OH-].[Na+].Cl. Product: [CH3:30][C:6]1[CH:5]=[C:4](/[CH:31]=[CH:32]/[C:33]([OH:35])=[O:34])[CH:3]=[C:2]([CH3:1])[C:7]=1[O:8][CH:9]([C:14]1[CH:19]=[CH:18][CH:17]=[C:16]([C:20]2[CH:21]=[CH:22][C:23]([C:26]([F:29])([F:27])[F:28])=[CH:24][CH:25]=2)[N:15]=1)[CH2:10][CH2:11][CH2:12][CH3:13]. The catalyst class is: 36. (2) Reactant: [O:1]=[C:2]1[NH:7][C:6]2[CH:8]=[C:9]([CH2:12][N:13]3[CH2:18][CH2:17][N:16]([C:19]4[CH:27]=[CH:26][C:22]([C:23](O)=[O:24])=[CH:21][N:20]=4)[CH2:15][CH2:14]3)[CH:10]=[N:11][C:5]=2[N:4]2[CH2:28][CH2:29][CH2:30][C@@H:3]12.Cl.[CH2:32]([NH2:34])[CH3:33].CCN(C(C)C)C(C)C.CN(C(ON1N=NC2C=CC=NC1=2)=[N+](C)C)C.F[P-](F)(F)(F)(F)F. Product: [CH2:32]([NH:34][C:23](=[O:24])[C:22]1[CH:26]=[CH:27][C:19]([N:16]2[CH2:17][CH2:18][N:13]([CH2:12][C:9]3[CH:10]=[N:11][C:5]4[N:4]5[CH2:28][CH2:29][CH2:30][C@H:3]5[C:2](=[O:1])[NH:7][C:6]=4[CH:8]=3)[CH2:14][CH2:15]2)=[N:20][CH:21]=1)[CH3:33]. The catalyst class is: 3. (3) Reactant: C([O:3][C:4]([C:6]1([C:9]2[CH:14]=[CH:13][C:12]([C:15]3[CH:20]=[CH:19][C:18]([C:21]4[O:25][N:24]=[C:23]([CH3:26])[C:22]=4[NH:27][C:28]([O:30][C@H:31]([C:33]4[CH:38]=[CH:37][CH:36]=[CH:35][CH:34]=4)[CH3:32])=[O:29])=[CH:17][CH:16]=3)=[CH:11][CH:10]=2)[CH2:8][CH2:7]1)=[O:5])C.CO.[OH-].[Li+].Cl. Product: [CH3:26][C:23]1[C:22]([NH:27][C:28]([O:30][C@H:31]([C:33]2[CH:34]=[CH:35][CH:36]=[CH:37][CH:38]=2)[CH3:32])=[O:29])=[C:21]([C:18]2[CH:19]=[CH:20][C:15]([C:12]3[CH:11]=[CH:10][C:9]([C:6]4([C:4]([OH:5])=[O:3])[CH2:8][CH2:7]4)=[CH:14][CH:13]=3)=[CH:16][CH:17]=2)[O:25][N:24]=1. The catalyst class is: 6. (4) Reactant: [CH3:1][C:2]1[CH:7]=[CH:6][C:5]([S:8]([N:11]2[C:19]3[C:14](=[N:15][CH:16]=[CH:17][CH:18]=3)[CH:13]=[CH:12]2)(=[O:10])=[O:9])=[CH:4][CH:3]=1.C1C=C(Cl)C=C(C(OO)=[O:28])C=1. Product: [CH3:1][C:2]1[CH:7]=[CH:6][C:5]([S:8]([N:11]2[C:19]3[C:14](=[N+:15]([O-:28])[CH:16]=[CH:17][CH:18]=3)[CH:13]=[CH:12]2)(=[O:10])=[O:9])=[CH:4][CH:3]=1. The catalyst class is: 2. (5) Reactant: O[CH2:2][C:3]1[C:8]([CH3:9])=[C:7]([O:10][CH2:11][CH2:12][CH2:13][O:14][CH3:15])[CH:6]=[CH:5][N:4]=1.S(Cl)([Cl:18])=O. Product: [Cl:18][CH2:2][C:3]1[C:8]([CH3:9])=[C:7]([O:10][CH2:11][CH2:12][CH2:13][O:14][CH3:15])[CH:6]=[CH:5][N:4]=1. The catalyst class is: 216. (6) Reactant: [Cl:1][C:2]1[CH:7]=[CH:6][CH:5]=[CH:4][C:3]=1[C@H:8]([O:10][C:11]1[CH:15]=[C:14]([N:16]2[C:20]3[CH:21]=[C:22]([CH2:25][CH:26]4[CH2:31][CH2:30][NH:29][CH2:28][CH2:27]4)[CH:23]=[CH:24][C:19]=3[N:18]=[CH:17]2)[S:13][C:12]=1[C:32]([NH2:34])=[O:33])[CH3:9].[C:35](O)(=O)C.C=O.O.C(O[BH-](OC(=O)C)OC(=O)C)(=O)C.[Na+]. Product: [Cl:1][C:2]1[CH:7]=[CH:6][CH:5]=[CH:4][C:3]=1[C@H:8]([O:10][C:11]1[CH:15]=[C:14]([N:16]2[C:20]3[CH:21]=[C:22]([CH2:25][CH:26]4[CH2:31][CH2:30][N:29]([CH3:35])[CH2:28][CH2:27]4)[CH:23]=[CH:24][C:19]=3[N:18]=[CH:17]2)[S:13][C:12]=1[C:32]([NH2:34])=[O:33])[CH3:9]. The catalyst class is: 98. (7) The catalyst class is: 1. Product: [Cl:1][C:2]1[CH:3]=[C:4]([N:9]2[C:27](=[O:28])[O:12][N:11]=[C:10]2[C:13]2[C:17]([CH2:18][CH2:19][O:20][CH3:21])=[N:16][O:15][N:14]=2)[CH:5]=[CH:6][C:7]=1[F:8]. Reactant: [Cl:1][C:2]1[CH:3]=[C:4]([NH:9][C:10]([C:13]2[C:17]([CH2:18][CH2:19][O:20][CH3:21])=[N:16][O:15][N:14]=2)=[N:11][OH:12])[CH:5]=[CH:6][C:7]=1[F:8].C1N=CN([C:27](N2C=NC=C2)=[O:28])C=1.